The task is: Regression. Given a peptide amino acid sequence and an MHC pseudo amino acid sequence, predict their binding affinity value. This is MHC class II binding data.. This data is from Peptide-MHC class II binding affinity with 134,281 pairs from IEDB. (1) The peptide sequence is HDKKSMGDDHFWAVR. The MHC is DRB3_0202 with pseudo-sequence DRB3_0202. The binding affinity (normalized) is 0.156. (2) The peptide sequence is YDKFLANVSTVLTGP. The MHC is DRB1_1001 with pseudo-sequence DRB1_1001. The binding affinity (normalized) is 0.400. (3) The peptide sequence is VMELYADVVPKTAEN. The MHC is DRB1_0405 with pseudo-sequence DRB1_0405. The binding affinity (normalized) is 0.367. (4) The peptide sequence is GELQIMDKIDAAFKI. The MHC is DRB1_0701 with pseudo-sequence DRB1_0701. The binding affinity (normalized) is 0.882. (5) The peptide sequence is PGIKAQQSKLAQRRV. The MHC is DRB3_0202 with pseudo-sequence DRB3_0202. The binding affinity (normalized) is 0.249. (6) The binding affinity (normalized) is 0.0536. The peptide sequence is EVLKGPFTVRYTTEG. The MHC is DRB1_1201 with pseudo-sequence DRB1_1201.